From a dataset of Reaction yield outcomes from USPTO patents with 853,638 reactions. Predict the reaction yield, written as a fraction of the theoretical maximum amount of product (1.0 means a 100% yield; for example, 0.34 means a 34% yield). (1) The reactants are [C:1]([C:4]1[C:8]([CH3:9])=[C:7]([C:10]2[CH:15]=[CH:14][N:13]=[CH:12][CH:11]=2)[NH:6][C:5]=1[C:16]1[CH:21]=[CH:20][N:19]=[CH:18][CH:17]=1)(=[O:3])[CH3:2].[H-].[Na+].[CH3:24][O:25][CH2:26]Cl.C([O-])(O)=O.[Na+]. The catalyst is CN(C=O)C. The product is [C:1]([C:4]1[C:8]([CH3:9])=[C:7]([C:10]2[CH:11]=[CH:12][N:13]=[CH:14][CH:15]=2)[N:6]([CH2:24][O:25][CH3:26])[C:5]=1[C:16]1[CH:21]=[CH:20][N:19]=[CH:18][CH:17]=1)(=[O:3])[CH3:2]. The yield is 0.0900. (2) The reactants are C(=O)([O-])[O-].[K+].[K+].[C:7]([CH2:9][C:10]([O:12][CH2:13][CH3:14])=[O:11])#[N:8].[CH2:15](Br)[C:16]([C:18]1[CH:23]=[CH:22][CH:21]=[CH:20][CH:19]=1)=[O:17]. The catalyst is CC(C)=O. The product is [C:7]([CH:9]([CH2:15][C:16](=[O:17])[C:18]1[CH:23]=[CH:22][CH:21]=[CH:20][CH:19]=1)[C:10]([O:12][CH2:13][CH3:14])=[O:11])#[N:8]. The yield is 0.900. (3) The reactants are [CH3:1][O:2][C:3]1[CH:4]=[C:5]([CH2:20][C:21]([N:23]2[CH2:27][CH2:26][CH2:25][CH:24]2[CH2:28][NH:29][C@@H:30]2[CH2:35][CH2:34][C@H:33]([C:36]([O:38][CH3:39])=[O:37])[CH2:32][CH2:31]2)=[O:22])[CH:6]=[CH:7][C:8]=1[NH:9][C:10]([NH:12][C:13]1[CH:18]=[CH:17][CH:16]=[CH:15][C:14]=1[CH3:19])=[O:11].C=O.[CH3:42]C(O)=O.[BH3-]C#N.[Na+]. The catalyst is CO. The product is [CH3:1][O:2][C:3]1[CH:4]=[C:5]([CH2:20][C:21]([N:23]2[CH2:27][CH2:26][CH2:25][CH:24]2[CH2:28][N:29]([CH:30]2[CH2:35][CH2:34][CH:33]([C:36]([O:38][CH3:39])=[O:37])[CH2:32][CH2:31]2)[CH3:42])=[O:22])[CH:6]=[CH:7][C:8]=1[NH:9][C:10]([NH:12][C:13]1[CH:18]=[CH:17][CH:16]=[CH:15][C:14]=1[CH3:19])=[O:11]. The yield is 0.520.